Task: Predict the reactants needed to synthesize the given product.. Dataset: Full USPTO retrosynthesis dataset with 1.9M reactions from patents (1976-2016) (1) Given the product [NH2:4][C:5]1[S:6][CH:7]=[C:8]([C:10]2[CH:15]=[CH:14][C:13]([N:16]3[C:17]4[C:33](=[O:34])[N:25]([C:26]5[CH:31]=[CH:30][CH:29]=[CH:28][C:27]=5[F:32])[C:23](=[O:24])[NH:22][C:18]=4[CH:19]=[C:20]3[Cl:21])=[CH:12][CH:11]=2)[N:9]=1, predict the reactants needed to synthesize it. The reactants are: C([NH:4][C:5]1[S:6][CH:7]=[C:8]([C:10]2[CH:15]=[CH:14][C:13]([N:16]3[C:20]([Cl:21])=[CH:19][C:18]([NH:22][C:23]([NH:25][C:26]4[CH:31]=[CH:30][CH:29]=[CH:28][C:27]=4[F:32])=[O:24])=[C:17]3[C:33](OCC)=[O:34])=[CH:12][CH:11]=2)[N:9]=1)(=O)C.CO[Na].[Na].[OH-].[K+]. (2) Given the product [C:2]([C:3]1[O:33][C:6]([C:8]2[CH:13]=[CH:12][C:11]([CH:14]([NH:21][C:22]3[CH:31]=[CH:30][C:25]([C:26]([O:28][CH3:29])=[O:27])=[CH:24][CH:23]=3)[CH2:15][CH2:16][C:17]([F:20])([F:19])[F:18])=[C:10]([CH3:32])[CH:9]=2)=[N:5][CH:4]=1)([CH3:34])([CH3:1])[CH3:35], predict the reactants needed to synthesize it. The reactants are: [CH3:1][C:2]([CH3:35])([CH3:34])[C:3](=[O:33])[CH2:4][NH:5][C:6]([C:8]1[CH:13]=[CH:12][C:11]([CH:14]([NH:21][C:22]2[CH:31]=[CH:30][C:25]([C:26]([O:28][CH3:29])=[O:27])=[CH:24][CH:23]=2)[CH2:15][CH2:16][C:17]([F:20])([F:19])[F:18])=[C:10]([CH3:32])[CH:9]=1)=O.P(Cl)(Cl)(Cl)=O. (3) Given the product [Cl:1][C:2]1[CH:7]=[CH:6][C:5]([NH:8][S:29]([C:26]2[CH:27]=[CH:28][C:23]([C:19]([CH3:18])([CH3:22])[CH2:20][CH3:21])=[CH:24][CH:25]=2)(=[O:31])=[O:30])=[C:4]([N:9]2[C:17]3[C:12](=[N:13][CH:14]=[CH:15][CH:16]=3)[N:11]=[N:10]2)[CH:3]=1, predict the reactants needed to synthesize it. The reactants are: [Cl:1][C:2]1[CH:7]=[CH:6][C:5]([NH2:8])=[C:4]([N:9]2[C:17]3[C:12](=[N:13][CH:14]=[CH:15][CH:16]=3)[N:11]=[N:10]2)[CH:3]=1.[CH3:18][C:19]([C:23]1[CH:28]=[CH:27][C:26]([S:29](Cl)(=[O:31])=[O:30])=[CH:25][CH:24]=1)([CH3:22])[CH2:20][CH3:21]. (4) Given the product [CH2:1]([O:8][C:9]([N:11]1[CH2:12][CH2:13][CH:14]([C:17](=[O:19])[NH:63][C:56]2[C:55]3[C:60](=[CH:61][CH:62]=[C:53]([O:52][CH3:51])[N:54]=3)[N:59]=[CH:58][CH:57]=2)[CH2:15][CH2:16]1)=[O:10])[C:2]1[CH:3]=[CH:4][CH:5]=[CH:6][CH:7]=1, predict the reactants needed to synthesize it. The reactants are: [CH2:1]([O:8][C:9]([N:11]1[CH2:16][CH2:15][CH:14]([C:17]([OH:19])=O)[CH2:13][CH2:12]1)=[O:10])[C:2]1[CH:7]=[CH:6][CH:5]=[CH:4][CH:3]=1.C(N(CC)CC)C.F[P-](F)(F)(F)(F)F.N1(OC(N(C)C)=[N+](C)C)C2N=CC=CC=2N=N1.[CH3:51][O:52][C:53]1[N:54]=[C:55]2[C:60](=[CH:61][CH:62]=1)[N:59]=[CH:58][CH:57]=[C:56]2[NH2:63]. (5) Given the product [O:15]1[C:16]2[CH:22]=[CH:21][CH:20]=[CH:19][C:17]=2[N:18]=[C:14]1[C:12]1[CH:11]=[CH:10][C:9]2[N:5]([CH2:4][CH2:3][NH:2][C:26](=[S:27])[NH:25][CH3:24])[C:6]([CH3:23])=[N:7][C:8]=2[CH:13]=1, predict the reactants needed to synthesize it. The reactants are: Cl.[NH2:2][CH2:3][CH2:4][N:5]1[C:9]2[CH:10]=[CH:11][C:12]([C:14]3[O:15][C:16]4[CH:22]=[CH:21][CH:20]=[CH:19][C:17]=4[N:18]=3)=[CH:13][C:8]=2[N:7]=[C:6]1[CH3:23].[CH3:24][N:25]=[C:26]=[S:27].C(N(CC)CC)C.C1COCC1. (6) Given the product [N:2]1[CH:3]=[CH:4][N:5]2[CH:10]=[CH:9][N:8]=[C:7]([N:11]3[CH2:15][CH2:14][C@H:13]([NH:16][C:26]([C:23]4[N:22]=[CH:21][C:20]([CH:17]([CH3:19])[CH3:18])=[CH:25][N:24]=4)=[O:27])[CH2:12]3)[C:6]=12, predict the reactants needed to synthesize it. The reactants are: Cl.[N:2]1[CH:3]=[CH:4][N:5]2[CH:10]=[CH:9][N:8]=[C:7]([N:11]3[CH2:15][CH2:14][C@H:13]([NH2:16])[CH2:12]3)[C:6]=12.[CH:17]([C:20]1[CH:21]=[N:22][C:23]([C:26](O)=[O:27])=[N:24][CH:25]=1)([CH3:19])[CH3:18].C(N(CC)C(C)C)C.CN(C(ON1N=NC2C=CC=NC1=2)=[N+](C)C)C.F[P-](F)(F)(F)(F)F. (7) Given the product [ClH:7].[NH2:31][C@@H:28]([CH2:29][OH:30])[C:26]([NH:25][CH2:24][CH2:23][N:14]1[C:15]2[C:10](=[C:9]([F:8])[CH:18]=[CH:17][C:16]=2[O:19][CH2:20][CH2:21][CH3:22])[C:11](=[O:47])[C:12]([C:39]2[CH:40]=[CH:41][C:42]([O:45][CH3:46])=[CH:43][CH:44]=2)=[CH:13]1)=[O:27], predict the reactants needed to synthesize it. The reactants are: C(OC(=O)C)C.[ClH:7].[F:8][C:9]1[CH:18]=[CH:17][C:16]([O:19][CH2:20][CH2:21][CH3:22])=[C:15]2[C:10]=1[C:11](=[O:47])[C:12]([C:39]1[CH:44]=[CH:43][C:42]([O:45][CH3:46])=[CH:41][CH:40]=1)=[CH:13][N:14]2[CH2:23][CH2:24][NH:25][C:26]([C@@H:28]([NH:31]C(=O)OC(C)(C)C)[CH2:29][OH:30])=[O:27]. (8) The reactants are: [Cl:1][C:2]1[CH:10]=[C:9]([Cl:11])[C:8]([I:12])=[CH:7][C:3]=1[C:4]([OH:6])=[O:5].[CH3:13][Si](C=[N+]=[N-])(C)C.C(O)(=O)C. Given the product [CH3:13][O:5][C:4](=[O:6])[C:3]1[CH:7]=[C:8]([I:12])[C:9]([Cl:11])=[CH:10][C:2]=1[Cl:1], predict the reactants needed to synthesize it. (9) Given the product [O:20]1[CH2:21][CH2:22][N:17]([C:13]2[CH:12]=[C:11]([CH:16]=[CH:15][CH:14]=2)[O:10][C:9]2[C:4]([NH2:1])=[N:5][CH:6]=[CH:7][CH:8]=2)[CH2:18][CH2:19]1, predict the reactants needed to synthesize it. The reactants are: [N+:1]([C:4]1[C:9]([O:10][C:11]2[CH:12]=[C:13]([N:17]3[CH2:22][CH2:21][O:20][CH2:19][CH2:18]3)[CH:14]=[CH:15][CH:16]=2)=[CH:8][CH:7]=[CH:6][N:5]=1)([O-])=O.[H][H]. (10) Given the product [I:1][C:8]1[CH:9]=[C:10]([CH3:11])[C:4]([CH3:3])=[CH:5][C:6]=1[NH2:7], predict the reactants needed to synthesize it. The reactants are: [I:1]I.[CH3:3][C:4]1[CH:5]=[C:6]([CH:8]=[CH:9][C:10]=1[CH3:11])[NH2:7].C(=O)(O)[O-].[Na+].O.